From a dataset of Forward reaction prediction with 1.9M reactions from USPTO patents (1976-2016). Predict the product of the given reaction. (1) Given the reactants [C:1]([O:5][C:6](=[O:15])[NH:7][C:8]1[CH:9]=[N:10][CH:11]=[CH:12][C:13]=1I)([CH3:4])([CH3:3])[CH3:2].[F:16][C:17]([F:29])([F:28])[O:18][C:19]1[CH:24]=[CH:23][CH:22]=[CH:21][C:20]=1B(O)O, predict the reaction product. The product is: [C:1]([O:5][C:6](=[O:15])[NH:7][C:8]1[CH:9]=[N:10][CH:11]=[CH:12][C:13]=1[C:20]1[CH:21]=[CH:22][CH:23]=[CH:24][C:19]=1[O:18][C:17]([F:16])([F:29])[F:28])([CH3:4])([CH3:3])[CH3:2]. (2) Given the reactants C(OC([N:6]1[CH2:11][CH2:10][C:9](=[C:12]2[C:18]3=[N:19][CH:20]=[CH:21][CH:22]=[C:17]3[CH2:16][CH2:15][C:14]3[CH:23]=[C:24]([Cl:27])[CH:25]=[CH:26][C:13]2=3)[CH2:8][CH2:7]1)=O)C.CS(O)(=O)=O, predict the reaction product. The product is: [CH:21]1[CH:20]=[N:19][C:18]2[C:12]([C:13]3[CH:26]=[CH:25][C:24]([Cl:27])=[CH:23][C:14]=3[CH2:15][CH2:16][C:17]=2[CH:22]=1)=[C:9]1[CH2:10][CH2:11][NH:6][CH2:7][CH2:8]1. (3) Given the reactants [Br:1][C:2]1[CH:12]=[CH:11][C:5]([O:6][CH2:7][C:8]([NH2:10])=[O:9])=[C:4]([C:13]#[N:14])[CH:3]=1.N1CCC[CH2:17][CH2:16]1.[CH3:21][N:22]1[CH2:27][CH2:26][CH:25]([N:28]2[CH2:33][CH2:32][NH:31][CH2:30][CH2:29]2)[CH2:24][CH2:23]1, predict the reaction product. The product is: [Br:1][C:2]1[CH:12]=[CH:11][C:5]2[O:6][C:7]3[C:8](=[O:9])[NH:10][C:16]([CH2:17][N:31]4[CH2:32][CH2:33][N:28]([CH:25]5[CH2:24][CH2:23][N:22]([CH3:21])[CH2:27][CH2:26]5)[CH2:29][CH2:30]4)=[N:14][C:13]=3[C:4]=2[CH:3]=1. (4) Given the reactants [C:1]([O:5][C:6]([N:8]1[C:16]2[C:11](=[CH:12][CH:13]=[CH:14][CH:15]=2)[CH:10]=[C:9]1B(O)O)=[O:7])([CH3:4])([CH3:3])[CH3:2].[Cl:20][C:21]1[CH:26]=[C:25](Br)[CH:24]=[CH:23][N:22]=1.O, predict the reaction product. The product is: [Cl:20][C:21]1[CH:26]=[C:25]([C:9]2[N:8]([C:6]([O:5][C:1]([CH3:4])([CH3:3])[CH3:2])=[O:7])[C:16]3[C:11]([CH:10]=2)=[CH:12][CH:13]=[CH:14][CH:15]=3)[CH:24]=[CH:23][N:22]=1. (5) Given the reactants [CH:1]1([C:7]2[C:12]([O:13]COC)=[CH:11][C:10]([O:17]COC)=[CH:9][C:8]=2[CH3:21])[CH2:6][CH2:5][CH2:4][CH2:3][CH2:2]1, predict the reaction product. The product is: [CH:1]1([C:7]2[C:8]([CH3:21])=[CH:9][C:10]([OH:17])=[CH:11][C:12]=2[OH:13])[CH2:2][CH2:3][CH2:4][CH2:5][CH2:6]1. (6) Given the reactants [NH2:1][C:2]1[CH:3]=[C:4]2[NH:10][C:9]([C:11]3[CH:12]=[C:13]([NH:18][C:19]([C:21]4[O:22][C:23]([F:26])=[CH:24][CH:25]=4)=[O:20])[CH:14]=[CH:15][C:16]=3[Cl:17])=[N:8][C:5]2=[N:6][CH:7]=1.Cl[C:28]([O:30][CH:31]([CH3:33])[CH3:32])=[O:29].ClC([O-])=O, predict the reaction product. The product is: [CH:31]([O:30][C:28](=[O:29])[NH:1][C:2]1[CH:3]=[C:4]2[NH:10][C:9]([C:11]3[CH:12]=[C:13]([NH:18][C:19]([C:21]4[O:22][C:23]([F:26])=[CH:24][CH:25]=4)=[O:20])[CH:14]=[CH:15][C:16]=3[Cl:17])=[N:8][C:5]2=[N:6][CH:7]=1)([CH3:33])[CH3:32]. (7) The product is: [F:36][C:28]1[CH:29]=[CH:30][C:31]([N+:33]([O-:35])=[O:34])=[CH:32][C:27]=1[C:2]#[C:1][Si:3]([CH3:6])([CH3:5])[CH3:4]. Given the reactants [C:1]([Si:3]([CH3:6])([CH3:5])[CH3:4])#[CH:2].C1(P(C2C=CC=CC=2)C2C=CC=CC=2)C=CC=CC=1.Br[C:27]1[CH:32]=[C:31]([N+:33]([O-:35])=[O:34])[CH:30]=[CH:29][C:28]=1[F:36], predict the reaction product.